Dataset: Catalyst prediction with 721,799 reactions and 888 catalyst types from USPTO. Task: Predict which catalyst facilitates the given reaction. Reactant: Br[CH2:2][C:3]1[CH:8]=[CH:7][C:6]([N+:9]([O-:11])=[O:10])=[CH:5][C:4]=1[C:12]([F:15])([F:14])[F:13].[C:16]1(=[O:26])[NH:20][C:19](=[O:21])[C:18]2=[CH:22][CH:23]=[CH:24][CH:25]=[C:17]12.[K]. Product: [N+:9]([C:6]1[CH:7]=[CH:8][C:3]([CH2:2][N:20]2[C:16](=[O:26])[C:17]3[C:18](=[CH:22][CH:23]=[CH:24][CH:25]=3)[C:19]2=[O:21])=[C:4]([C:12]([F:15])([F:14])[F:13])[CH:5]=1)([O-:11])=[O:10]. The catalyst class is: 9.